From a dataset of Full USPTO retrosynthesis dataset with 1.9M reactions from patents (1976-2016). Predict the reactants needed to synthesize the given product. (1) Given the product [Cl:26][C:27]1[CH:32]=[CH:31][C:30]([NH:33][C:21]([C:19]2[N:20]=[C:16]([CH2:15][O:14][C:13]3[CH:12]=[CH:11][C:10]([CH2:9][CH2:8][CH2:7][CH2:6][N:1]4[CH:5]=[CH:4][N:3]=[N:2]4)=[CH:25][CH:24]=3)[O:17][CH:18]=2)=[O:23])=[CH:29][CH:28]=1, predict the reactants needed to synthesize it. The reactants are: [N:1]1([CH2:6][CH2:7][CH2:8][CH2:9][C:10]2[CH:25]=[CH:24][C:13]([O:14][CH2:15][C:16]3[O:17][CH:18]=[C:19]([C:21]([OH:23])=O)[N:20]=3)=[CH:12][CH:11]=2)[CH:5]=[CH:4][N:3]=[N:2]1.[Cl:26][C:27]1[CH:32]=[CH:31][C:30]([NH2:33])=[CH:29][CH:28]=1. (2) The reactants are: C(NC1N=C2C(N=C(OC)N2CCCC2CCOC2)=C(N)N=1)CCC.FC(F)(F)C(O)=O.[CH:33]1([CH2:36][CH2:37][O:38][C:39]2[NH:40][C:41]([NH2:50])=[C:42]3[C:46]([N:47]=2)=[N:45][C:44]([O:48][CH3:49])=[N:43]3)[CH2:35][CH2:34]1.Br[CH2:52][CH2:53][CH2:54][CH:55]1[CH2:60][CH2:59][CH2:58][CH2:57][O:56]1. Given the product [CH:33]1([CH2:36][CH2:37][O:38][C:39]2[N:47]=[C:46]3[C:42]([N:43]=[C:44]([O:48][CH3:49])[N:45]3[CH2:52][CH2:53][CH2:54][CH:55]3[CH2:60][CH2:59][CH2:58][CH2:57][O:56]3)=[C:41]([NH2:50])[N:40]=2)[CH2:35][CH2:34]1, predict the reactants needed to synthesize it. (3) Given the product [F:12][C:6]1[CH:5]=[C:4]([C@H:13]2[CH2:18][C@@H:17]([C:19](=[O:21])[CH2:42][C:41]([O:40][CH2:38][CH3:39])=[O:46])[CH2:16][CH2:15][N:14]2[C:22]([O:24][CH3:25])=[O:23])[CH:3]=[C:2]([F:1])[C:7]=1[C:8]([F:10])([F:9])[F:11].[F:12][C:6]1[CH:5]=[C:4]([C@H:13]2[CH2:18][C@H:17]([C:43](=[O:45])[CH2:42][C:41]([O:40][CH2:38][CH3:39])=[O:46])[CH2:16][CH2:15][N:14]2[C:22]([O:24][CH3:25])=[O:23])[CH:3]=[C:2]([F:1])[C:7]=1[C:8]([F:11])([F:9])[F:10], predict the reactants needed to synthesize it. The reactants are: [F:1][C:2]1[CH:3]=[C:4]([CH:13]2[CH2:18][CH:17]([C:19]([OH:21])=O)[CH2:16][CH2:15][N:14]2[C:22]([O:24][CH3:25])=[O:23])[CH:5]=[C:6]([F:12])[C:7]=1[C:8]([F:11])([F:10])[F:9].N1(C(N2C=CN=C2)=O)C=CN=C1.[CH2:38]([O:40][C:41](=[O:46])[CH2:42][C:43]([O-:45])=O)[CH3:39].[K+].[Cl-].[Mg+2].[Cl-].Cl. (4) Given the product [CH3:5][O:6][C:7](=[O:17])[CH:8]=[C:12]1[CH2:16][CH2:15][CH2:14][NH:13]1, predict the reactants needed to synthesize it. The reactants are: O(C)[Na].C[C:5]1(C)OC(=O)[C:8](=[C:12]2[CH2:16][CH2:15][CH2:14][NH:13]2)[C:7](=[O:17])[O:6]1.